From a dataset of Merck oncology drug combination screen with 23,052 pairs across 39 cell lines. Regression. Given two drug SMILES strings and cell line genomic features, predict the synergy score measuring deviation from expected non-interaction effect. (1) Drug 1: CCN(CC)CCNC(=O)c1c(C)[nH]c(C=C2C(=O)Nc3ccc(F)cc32)c1C. Drug 2: C#Cc1cccc(Nc2ncnc3cc(OCCOC)c(OCCOC)cc23)c1. Cell line: T47D. Synergy scores: synergy=24.1. (2) Drug 1: O=C(CCCCCCC(=O)Nc1ccccc1)NO. Drug 2: C#Cc1cccc(Nc2ncnc3cc(OCCOC)c(OCCOC)cc23)c1. Cell line: RPMI7951. Synergy scores: synergy=19.5. (3) Drug 1: O=C(CCCCCCC(=O)Nc1ccccc1)NO. Drug 2: CNC(=O)c1cc(Oc2ccc(NC(=O)Nc3ccc(Cl)c(C(F)(F)F)c3)cc2)ccn1. Cell line: SKOV3. Synergy scores: synergy=-1.77.